The task is: Binary Classification. Given a drug SMILES string, predict its activity (active/inactive) in a high-throughput screening assay against a specified biological target.. This data is from Cav3 T-type calcium channel HTS with 100,875 compounds. (1) The compound is s1c2c(n(Cc3n(c4ccccc4)c(SCC(=O)NCC(OCC)=O)nn3)c1=O)cccc2. The result is 0 (inactive). (2) The molecule is O1c2c(C(C(=O)N3CCN(CC3)c3c(OC)cccc3)c3c1cccc3)cccc2. The result is 1 (active). (3) The drug is O=C(N1CCC(CC1)C(=O)Nc1ccc(OCC)cc1)NC1CCCCC1. The result is 0 (inactive). (4) The molecule is O=C(NCCCN1CCN(C2CCCCC2)CC1)c1n(nc(c1)C)c1ccccc1. The result is 0 (inactive). (5) The drug is Fc1cc(NC(=O)c2cccnc2)ccc1F. The result is 0 (inactive). (6) The drug is S(c1n(c(nn1)COc1c(OC)cccc1)c1ccccc1)CC(=O)NCc1occc1. The result is 0 (inactive).